This data is from Full USPTO retrosynthesis dataset with 1.9M reactions from patents (1976-2016). The task is: Predict the reactants needed to synthesize the given product. (1) Given the product [CH3:14][C:6]1[N:5]2[CH:15]=[CH:16][N:17]=[C:4]2[N:3]=[C:2]([C:23]2[CH:24]=[CH:25][C:20]([CH:18]=[O:19])=[CH:21][CH:22]=2)[C:7]=1[C:8]1[CH:13]=[CH:12][CH:11]=[CH:10][CH:9]=1, predict the reactants needed to synthesize it. The reactants are: Cl[C:2]1[C:7]([C:8]2[CH:13]=[CH:12][CH:11]=[CH:10][CH:9]=2)=[C:6]([CH3:14])[N:5]2[CH:15]=[CH:16][N:17]=[C:4]2[N:3]=1.[CH:18]([C:20]1[CH:25]=[CH:24][C:23](B(O)O)=[CH:22][CH:21]=1)=[O:19].C(=O)([O-])[O-].[Na+].[Na+]. (2) Given the product [CH2:6]([NH:9][C:10]1[C:15]([CH2:20][CH2:21][CH3:22])=[N:14][CH:13]=[C:12]([O:2][CH3:1])[N:11]=1)[CH3:7], predict the reactants needed to synthesize it. The reactants are: [CH3:1][O-:2].[Na+].CC[CH:6]([NH:9][C:10]1[CH:15]=[N:14][CH:13]=[C:12](Cl)[N:11]=1)[CH2:7]C.CN1[CH2:22][CH2:21][CH2:20]C1=O. (3) Given the product [ClH:2].[ClH:1].[Cl:2][C:3]1[N:7]2[CH2:8][CH2:9][N:10]([CH3:24])[C:11]3([CH2:16][CH2:15][NH:14][CH2:13][CH2:12]3)[C:6]2=[CH:5][CH:4]=1, predict the reactants needed to synthesize it. The reactants are: [ClH:1].[Cl:2][C:3]1[N:7]2[CH2:8][CH2:9][N:10]([CH3:24])[C:11]3([CH2:16][CH2:15][N:14](C(OC(C)(C)C)=O)[CH2:13][CH2:12]3)[C:6]2=[CH:5][CH:4]=1. (4) Given the product [CH2:17]([N:14]1[C:11]2=[N:12][CH:13]=[C:8]([NH:7][CH3:6])[C:9]([C:24]3[CH:29]=[CH:28][C:27]([F:30])=[CH:26][C:25]=3[CH3:31])=[C:10]2[CH:16]=[N:15]1)[C:18]1[CH:23]=[CH:22][CH:21]=[CH:20][CH:19]=1, predict the reactants needed to synthesize it. The reactants are: C(O[C:6](=O)[NH:7][C:8]1[C:9]([C:24]2[CH:29]=[CH:28][C:27]([F:30])=[CH:26][C:25]=2[CH3:31])=[C:10]2[CH:16]=[N:15][N:14]([CH2:17][C:18]3[CH:23]=[CH:22][CH:21]=[CH:20][CH:19]=3)[C:11]2=[N:12][CH:13]=1)(C)(C)C.[H-].[Na+].IC. (5) Given the product [CH2:16]([N:15]([CH2:12][CH:13]=[CH2:14])[CH:19]([C:22]1[CH:23]=[CH:24][C:25]([S:28]([CH2:31][CH2:32][CH3:33])(=[O:29])=[O:30])=[CH:26][CH:27]=1)[CH2:20][NH2:21])[CH:17]=[CH2:18], predict the reactants needed to synthesize it. The reactants are: S(=O)(=O)(O)O.[H-].[Al+3].[Li+].[H-].[H-].[H-].[CH2:12]([N:15]([CH:19]([C:22]1[CH:27]=[CH:26][C:25]([S:28]([CH2:31][CH2:32][CH3:33])(=[O:30])=[O:29])=[CH:24][CH:23]=1)[C:20]#[N:21])[CH2:16][CH:17]=[CH2:18])[CH:13]=[CH2:14].O.O.O.O.O.O.O.O.O.O.S([O-])([O-])(=O)=O.[Na+].[Na+]. (6) Given the product [OH:8][CH2:7][CH2:6][CH2:5][CH2:4][CH2:3][C:2](=[S:11])[NH2:1], predict the reactants needed to synthesize it. The reactants are: [NH2:1][C:2](=[S:11])[CH2:3][CH2:4][CH2:5][CH2:6][C:7](OC)=[O:8].[BH4-].[Na+].[Cl-].[Ca+2].[Cl-].Cl. (7) Given the product [CH3:20][S:21]([CH3:22])=[N:15][C:14]1[CH:16]=[CH:17][C:11]([C:10]([F:18])([F:19])[F:9])=[CH:12][CH:13]=1, predict the reactants needed to synthesize it. The reactants are: ClN1C(=O)CCC1=O.[F:9][C:10]([F:19])([F:18])[C:11]1[CH:17]=[CH:16][C:14]([NH2:15])=[CH:13][CH:12]=1.[CH3:20][S:21][CH3:22].